From a dataset of Full USPTO retrosynthesis dataset with 1.9M reactions from patents (1976-2016). Predict the reactants needed to synthesize the given product. (1) Given the product [Cl:1][C:2]1[N:7]=[C:6]2[C:8]([CH3:13])([CH3:12])[N:9]([C:15]3[CH:20]=[N:19][CH:18]=[C:17]([CH2:21][OH:22])[CH:16]=3)[C:10](=[O:11])[C:5]2=[CH:4][CH:3]=1, predict the reactants needed to synthesize it. The reactants are: [Cl:1][C:2]1[N:7]=[C:6]2[C:8]([CH3:13])([CH3:12])[NH:9][C:10](=[O:11])[C:5]2=[CH:4][CH:3]=1.Br[C:15]1[CH:16]=[C:17]([CH2:21][OH:22])[CH:18]=[N:19][CH:20]=1.[C@H]1(N)CCCC[C@@H]1N.C([O-])([O-])=O.[Cs+].[Cs+]. (2) The reactants are: C(NC1C=CC(C2C=C3C(CN([C@@H](C(C)C)C(O)=O)C3=O)=CC=2)=CC=1)(=O)C1C=CC=CC=1.[CH3:33][CH:34]([CH3:68])[C@H:35]([N:40]1[CH2:48][C:47]2[C:42](=[CH:43][C:44]([C:49]3[CH:54]=[CH:53][C:52]([NH:55][C:56](=[O:66])[C:57]4[CH:62]=[CH:61][C:60]([CH2:63][CH2:64][CH3:65])=[CH:59][CH:58]=4)=[CH:51][CH:50]=3)=[CH:45][CH:46]=2)[C:41]1=[O:67])[C:36]([O:38]C)=[O:37]. Given the product [CH3:68][CH:34]([CH3:33])[C@H:35]([N:40]1[CH2:48][C:47]2[C:42](=[CH:43][C:44]([C:49]3[CH:54]=[CH:53][C:52]([NH:55][C:56](=[O:66])[C:57]4[CH:58]=[CH:59][C:60]([CH2:63][CH2:64][CH3:65])=[CH:61][CH:62]=4)=[CH:51][CH:50]=3)=[CH:45][CH:46]=2)[C:41]1=[O:67])[C:36]([OH:38])=[O:37], predict the reactants needed to synthesize it. (3) Given the product [Cl:21][C:22]1[CH:23]=[CH:24][C:25]([N:28]2[CH2:33][CH2:32][N:31]([CH2:15][CH2:14][CH2:13][CH2:12][CH:5]3[C:4]4[C:8](=[CH:9][CH:10]=[C:2]([CH3:1])[CH:3]=4)[NH:7][C:6]3=[O:11])[CH2:30][CH2:29]2)=[CH:26][CH:27]=1, predict the reactants needed to synthesize it. The reactants are: [CH3:1][C:2]1[CH:3]=[C:4]2[C:8](=[CH:9][CH:10]=1)[NH:7][C:6](=[O:11])[CH:5]2[CH2:12][CH2:13][CH2:14][CH2:15]OS(C)(=O)=O.[Cl:21][C:22]1[CH:27]=[CH:26][C:25]([N:28]2[CH2:33][CH2:32][NH:31][CH2:30][CH2:29]2)=[CH:24][CH:23]=1.